Dataset: Reaction yield outcomes from USPTO patents with 853,638 reactions. Task: Predict the reaction yield, written as a fraction of the theoretical maximum amount of product (1.0 means a 100% yield; for example, 0.34 means a 34% yield). The reactants are [NH2:1][OH:2].O.[CH3:4][C:5]1[O:9][C:8]([S:10](Cl)(=[O:12])=[O:11])=[CH:7][CH:6]=1.CCCCCC. The product is [OH:2][NH:1][S:10]([C:8]1[O:9][C:5]([CH3:4])=[CH:6][CH:7]=1)(=[O:12])=[O:11]. The catalyst is C1COCC1.C(OCC)(=O)C. The yield is 0.610.